From a dataset of Reaction yield outcomes from USPTO patents with 853,638 reactions. Predict the reaction yield, written as a fraction of the theoretical maximum amount of product (1.0 means a 100% yield; for example, 0.34 means a 34% yield). (1) The reactants are Cl[C:2]1[C:7]2[CH:8]=[CH:9][O:10][C:6]=2[CH:5]=[CH:4][N:3]=1.[CH3:11][O-:12].[Na+]. The catalyst is CN(C=O)C.O. The product is [CH3:11][O:12][C:2]1[C:7]2[CH:8]=[CH:9][O:10][C:6]=2[CH:5]=[CH:4][N:3]=1. The yield is 0.930. (2) The reactants are C(Cl)(=O)C(Cl)=O.CS(C)=O.[CH:11]([N:24]1[CH2:27][CH:26]([OH:28])[CH2:25]1)([C:18]1[CH:23]=[CH:22][CH:21]=[CH:20][CH:19]=1)[C:12]1[CH:17]=[CH:16][CH:15]=[CH:14][CH:13]=1.Cl. The catalyst is C(Cl)Cl.C(N(CC)CC)C. The product is [CH:11]([N:24]1[CH2:27][C:26](=[O:28])[CH2:25]1)([C:18]1[CH:23]=[CH:22][CH:21]=[CH:20][CH:19]=1)[C:12]1[CH:13]=[CH:14][CH:15]=[CH:16][CH:17]=1. The yield is 0.920. (3) The reactants are [C:1]([O:5][C:6]([N:8]1[CH2:13][CH2:12][N:11]([C:14]2[C:23]3[C:18](=[C:19]([F:26])[C:20]([Br:25])=[C:21]([Cl:24])[CH:22]=3)[N:17]=[CH:16][C:15]=2[C:27](O)=[O:28])[CH2:10][CH2:9]1)=[O:7])([CH3:4])([CH3:3])[CH3:2].C1C=CC2N(O)N=[N:36]C=2C=1.[NH4+].[Cl-].CCN(C(C)C)C(C)C.F[P-](F)(F)(F)(F)F.N1(O[P+](N(C)C)(N(C)C)N(C)C)C2C=CC=CC=2N=N1. The catalyst is CN(C=O)C. The product is [C:1]([O:5][C:6]([N:8]1[CH2:13][CH2:12][N:11]([C:14]2[C:23]3[C:18](=[C:19]([F:26])[C:20]([Br:25])=[C:21]([Cl:24])[CH:22]=3)[N:17]=[CH:16][C:15]=2[C:27](=[O:28])[NH2:36])[CH2:10][CH2:9]1)=[O:7])([CH3:4])([CH3:2])[CH3:3]. The yield is 0.550. (4) The reactants are [Cl:1][C:2]1[CH:33]=[CH:32][C:5]([C:6]([NH:8][C:9]2[CH:14]=[CH:13][C:12]([CH2:15][NH:16][C:17]3[C:26]4[C:21](=[CH:22][CH:23]=[C:24]([C:27]([F:30])([F:29])[F:28])[CH:25]=4)[N:20]=[C:19](Cl)[N:18]=3)=[CH:11][CH:10]=2)=[O:7])=[CH:4][CH:3]=1.[CH2:34]([NH:36][CH2:37][CH3:38])[CH3:35]. No catalyst specified. The product is [Cl:1][C:2]1[CH:3]=[CH:4][C:5]([C:6]([NH:8][C:9]2[CH:10]=[CH:11][C:12]([CH2:15][NH:16][C:17]3[C:26]4[C:21](=[CH:22][CH:23]=[C:24]([C:27]([F:29])([F:28])[F:30])[CH:25]=4)[N:20]=[C:19]([N:36]([CH2:37][CH3:38])[CH2:34][CH3:35])[N:18]=3)=[CH:13][CH:14]=2)=[O:7])=[CH:32][CH:33]=1. The yield is 0.820. (5) The reactants are [Cl:1][C:2]1[C:3]([C:8]2[CH:9]=[C:10]3[C:14](=[CH:15][CH:16]=2)[N:13]([CH2:17][O:18][CH2:19][CH2:20][Si:21]([CH3:24])([CH3:23])[CH3:22])[N:12]=[C:11]3[N:25]2C(=O)C3C(=CC=CC=3)C2=O)=[N:4][CH:5]=[CH:6][CH:7]=1.O.NN. The catalyst is C(O)C. The product is [Cl:1][C:2]1[C:3]([C:8]2[CH:9]=[C:10]3[C:14](=[CH:15][CH:16]=2)[N:13]([CH2:17][O:18][CH2:19][CH2:20][Si:21]([CH3:23])([CH3:22])[CH3:24])[N:12]=[C:11]3[NH2:25])=[N:4][CH:5]=[CH:6][CH:7]=1. The yield is 0.480. (6) The reactants are [Br:1][C:2]1[CH:3]=[C:4]([CH:8]=[CH:9][C:10]=1[CH3:11])[C:5]([OH:7])=O.[F:12][C:13]([F:22])([F:21])[C:14]1[CH:15]=[C:16]([CH:18]=[CH:19][CH:20]=1)[NH2:17]. No catalyst specified. The product is [Br:1][C:2]1[CH:3]=[C:4]([CH:8]=[CH:9][C:10]=1[CH3:11])[C:5]([NH:17][C:16]1[CH:18]=[CH:19][CH:20]=[C:14]([C:13]([F:12])([F:21])[F:22])[CH:15]=1)=[O:7]. The yield is 0.620. (7) The reactants are [CH:1]1([OH:7])[CH2:6][CH2:5][CH2:4][CH2:3][CH2:2]1.[H-].[Na+].Cl[C:11]1[CH:12]=[CH:13][C:14]2[CH2:15][N:16]([C:22]([O:24][C:25]([CH3:28])([CH3:27])[CH3:26])=[O:23])[CH2:17][CH2:18][O:19][C:20]=2[N:21]=1.O. The catalyst is C1(C)C=CC=CC=1.C1C=CC(/C=C/C(/C=C/C2C=CC=CC=2)=O)=CC=1.C1C=CC(/C=C/C(/C=C/C2C=CC=CC=2)=O)=CC=1.C1C=CC(/C=C/C(/C=C/C2C=CC=CC=2)=O)=CC=1.[Pd].[Pd].C1C=CC(P(C2C(C3C(P(C4C=CC=CC=4)C4C=CC=CC=4)=CC=C4C=3C=CC=C4)=C3C(C=CC=C3)=CC=2)C2C=CC=CC=2)=CC=1. The product is [CH:1]1([O:7][C:11]2[CH:12]=[CH:13][C:14]3[CH2:15][N:16]([C:22]([O:24][C:25]([CH3:28])([CH3:27])[CH3:26])=[O:23])[CH2:17][CH2:18][O:19][C:20]=3[N:21]=2)[CH2:6][CH2:5][CH2:4][CH2:3][CH2:2]1. The yield is 0.650. (8) The reactants are COC(=O)[CH:4]([O:19][C:20]1[CH:25]=[CH:24][C:23]([C:26]2[CH:31]=[CH:30][C:29]([C:32]#[N:33])=[CH:28][CH:27]=2)=[CH:22][CH:21]=1)[CH2:5][CH2:6][CH2:7][CH2:8][CH2:9][CH2:10][CH2:11][CH2:12][CH2:13][CH2:14][CH2:15][CH2:16][CH2:17]C.[CH3:35]CN(CC)CC.[CH3:42][C:43]([OH:45])=[O:44].[N-:46]=[N+:47]=[N-:48].[Na+].Cl. The catalyst is O.CN(C=O)C. The product is [CH3:35][O:44][C:43](=[O:45])[CH2:42][CH2:17][CH2:16][CH2:15][CH2:14][CH2:13][CH2:12][CH2:11][CH2:10][CH2:9][CH2:8][CH2:7][CH2:6][CH2:5][CH2:4][O:19][C:20]1[CH:21]=[CH:22][C:23]([C:26]2[CH:27]=[CH:28][C:29]([C:32]3[NH:33][N:48]=[N:47][N:46]=3)=[CH:30][CH:31]=2)=[CH:24][CH:25]=1. The yield is 0.960.